Dataset: Reaction yield outcomes from USPTO patents with 853,638 reactions. Task: Predict the reaction yield, written as a fraction of the theoretical maximum amount of product (1.0 means a 100% yield; for example, 0.34 means a 34% yield). The product is [CH3:1][N:2]1[CH2:3][CH2:4][N:5]([C:8]2[CH:13]=[CH:12][C:11]([NH2:14])=[CH:10][CH:9]=2)[CH2:6][CH2:7]1. The reactants are [CH3:1][N:2]1[CH2:7][CH2:6][N:5]([C:8]2[CH:13]=[CH:12][C:11]([N+:14]([O-])=O)=[CH:10][CH:9]=2)[CH2:4][CH2:3]1.[H][H]. The yield is 0.920. The catalyst is CO.[Pd].